Predict the reaction yield, written as a fraction of the theoretical maximum amount of product (1.0 means a 100% yield; for example, 0.34 means a 34% yield). From a dataset of Reaction yield outcomes from USPTO patents with 853,638 reactions. (1) The reactants are Br[CH2:2][C:3]([C:5]1[CH:10]=[CH:9][C:8]([F:11])=[CH:7][C:6]=1[F:12])=O.[Cl:13][C:14]1[C:15]([NH2:20])=[N:16][CH:17]=[CH:18][N:19]=1. The catalyst is C(#N)C.CC(O)C. The product is [Cl:13][C:14]1[C:15]2[N:16]([CH:2]=[C:3]([C:5]3[CH:10]=[CH:9][C:8]([F:11])=[CH:7][C:6]=3[F:12])[N:20]=2)[CH:17]=[CH:18][N:19]=1. The yield is 0.570. (2) The reactants are [Br:1][C:2]1[C:7]([CH3:8])=[CH:6][C:5]([OH:9])=[CH:4][C:3]=1[CH3:10].[O-]S(C(F)(F)[F:16])(=O)=O.F[N+]1C=CC=CC=1.S([O-])([O-])(=O)=S.[Na+].[Na+]. The catalyst is ClCCCl. The product is [Br:1][C:2]1[C:7]([CH3:8])=[CH:6][C:5]([OH:9])=[C:4]([F:16])[C:3]=1[CH3:10]. The yield is 0.360. (3) The reactants are [CH:1]1([NH:7][C:8]([C:10]2[C:14]([CH3:15])=[C:13]([C:16]3[CH:21]=[CH:20][C:19]([OH:22])=[CH:18][CH:17]=3)[N:12]([C:23]3[CH:28]=[CH:27][C:26]([Cl:29])=[CH:25][C:24]=3[Cl:30])[N:11]=2)=[O:9])[CH2:6][CH2:5][CH2:4][CH2:3][CH2:2]1.C(N(CC)CC)C.[CH2:38]([S:41](Cl)(=[O:43])=[O:42])[CH2:39][CH3:40]. The catalyst is C(Cl)Cl. The product is [CH2:38]([S:41]([O:22][C:19]1[CH:18]=[CH:17][C:16]([C:13]2[N:12]([C:23]3[CH:28]=[CH:27][C:26]([Cl:29])=[CH:25][C:24]=3[Cl:30])[N:11]=[C:10]([C:8]([NH:7][CH:1]3[CH2:6][CH2:5][CH2:4][CH2:3][CH2:2]3)=[O:9])[C:14]=2[CH3:15])=[CH:21][CH:20]=1)(=[O:43])=[O:42])[CH2:39][CH3:40]. The yield is 0.990. (4) The reactants are [Br:1][C:2]1[CH:13]=[CH:12][C:5]([C:6](N(OC)C)=[O:7])=[CH:4][C:3]=1[F:14].[CH3:15][Mg]Cl. The catalyst is O1CCCC1. The product is [Br:1][C:2]1[CH:13]=[CH:12][C:5]([C:6](=[O:7])[CH3:15])=[CH:4][C:3]=1[F:14]. The yield is 0.990. (5) The reactants are Cl[C:2]1[CH:3]=[CH:4][C:5]2[N:6]=[CH:7][N:8]=[C:9]([NH:12][CH:13]3[CH2:18][CH2:17][O:16][CH2:15][CH2:14]3)[C:10]=2[N:11]=1.[Cl:19][C:20]1[C:25]([NH:26][S:27]([C:30]2[CH:35]=[CH:34][C:33]([F:36])=[CH:32][C:31]=2[F:37])(=[O:29])=[O:28])=[CH:24][C:23](B2OC(C)(C)C(C)(C)O2)=[CH:22][N:21]=1.C(=O)(O)[O-].[Na+]. The catalyst is O1CCOCC1. The product is [Cl:19][C:20]1[C:25]([NH:26][S:27]([C:30]2[CH:35]=[CH:34][C:33]([F:36])=[CH:32][C:31]=2[F:37])(=[O:29])=[O:28])=[CH:24][C:23]([C:2]2[CH:3]=[CH:4][C:5]3[N:6]=[CH:7][N:8]=[C:9]([NH:12][CH:13]4[CH2:18][CH2:17][O:16][CH2:15][CH2:14]4)[C:10]=3[N:11]=2)=[CH:22][N:21]=1. The yield is 0.290. (6) The reactants are [Cl:1][C:2]1[CH:7]=[CH:6][C:5]([C:8]2[C:12]3[CH2:13][NH:14][CH2:15][CH2:16][C:11]=3[N:10]([CH2:17][CH:18]([OH:34])[CH2:19][N:20]3[CH2:25][CH2:24][N:23]([C:26]4[CH:33]=[CH:32][CH:31]=[CH:30][C:27]=4[C:28]#[N:29])[CH2:22][CH2:21]3)[N:9]=2)=[CH:4][C:3]=1[CH3:35].Cl[C:37](=[O:42])[C:38]([O:40][CH3:41])=[O:39].CO.C(Cl)Cl. The catalyst is C(Cl)Cl. The product is [CH3:41][O:40][C:38](=[O:39])[C:37]([N:14]1[CH2:15][CH2:16][C:11]2[N:10]([CH2:17][CH:18]([OH:34])[CH2:19][N:20]3[CH2:25][CH2:24][N:23]([C:26]4[CH:33]=[CH:32][CH:31]=[CH:30][C:27]=4[C:28]#[N:29])[CH2:22][CH2:21]3)[N:9]=[C:8]([C:5]3[CH:6]=[CH:7][C:2]([Cl:1])=[C:3]([CH3:35])[CH:4]=3)[C:12]=2[CH2:13]1)=[O:42]. The yield is 0.790. (7) The reactants are [CH3:1][C:2](=[O:7])[CH2:3][C:4](=[O:6])[CH3:5].[OH:8][C:9]1[CH:16]=[CH:15][C:12]([CH:13]=O)=[CH:11][CH:10]=1.B([O:18][CH2:19][CH2:20][CH2:21]C)([O:18][CH2:19][CH2:20][CH2:21]C)[O:18][CH2:19][CH2:20][CH2:21]C.[CH2:33](N)[CH2:34][CH2:35][CH3:36].Cl. The catalyst is C(OCC)(=O)C. The product is [OH:8][C:9]1[CH:16]=[CH:15][C:12]([CH:13]=[CH:1][C:2](=[O:7])[CH2:3][C:4](=[O:6])[CH:5]=[CH:36][C:35]2[CH:21]=[CH:20][C:19]([OH:18])=[CH:33][CH:34]=2)=[CH:11][CH:10]=1. The yield is 0.190.